From a dataset of Forward reaction prediction with 1.9M reactions from USPTO patents (1976-2016). Predict the product of the given reaction. (1) Given the reactants [CH3:1][C:2]1[N:7]([CH2:8][C:9]2[S:10][C:11]([C:14]([F:17])([F:16])[F:15])=[CH:12][CH:13]=2)[C:6](=[O:18])[N:5]=[C:4](SC)[N:3]=1.Cl.[CH:22]([O:25][C:26]1[CH:27]=[C:28]2[C:33](=[CH:34][CH:35]=1)[CH2:32][NH:31][CH2:30][CH:29]2[OH:36])([CH3:24])[CH3:23].N12CCCN=C1CCCCC2.[I-].[Na+], predict the reaction product. The product is: [OH:36][CH:29]1[C:28]2[C:33](=[CH:34][CH:35]=[C:26]([O:25][CH:22]([CH3:24])[CH3:23])[CH:27]=2)[CH2:32][N:31]([C:4]2[N:3]=[C:2]([CH3:1])[N:7]([CH2:8][C:9]3[S:10][C:11]([C:14]([F:17])([F:16])[F:15])=[CH:12][CH:13]=3)[C:6](=[O:18])[N:5]=2)[CH2:30]1. (2) Given the reactants [F:1][C:2]1[CH:7]=[CH:6][C:5]([CH:8]2[C:16]3[C:11](=[C:12]([N+:19]([O-])=O)[CH:13]=[CH:14][C:15]=3[O:17][CH3:18])[C:10](=[O:22])[O:9]2)=[CH:4][CH:3]=1.Cl(O)(=O)(=O)=O, predict the reaction product. The product is: [NH2:19][C:12]1[C:11]([C:10]([OH:22])=[O:9])=[C:16]([CH2:8][C:5]2[CH:6]=[CH:7][C:2]([F:1])=[CH:3][CH:4]=2)[C:15]([O:17][CH3:18])=[CH:14][CH:13]=1. (3) Given the reactants [C:1]([C:4]1[S:12][C:11]2[C:10]([N:13]3[CH2:18][CH2:17][CH:16]([CH2:19][CH2:20][NH:21]C(=O)OC(C)(C)C)[CH2:15][CH2:14]3)=[N:9][C:8]([CH3:29])=[N:7][C:6]=2[CH:5]=1)(=[O:3])[NH2:2], predict the reaction product. The product is: [NH2:21][CH2:20][CH2:19][CH:16]1[CH2:17][CH2:18][N:13]([C:10]2[C:11]3[S:12][C:4]([C:1]([NH2:2])=[O:3])=[CH:5][C:6]=3[N:7]=[C:8]([CH3:29])[N:9]=2)[CH2:14][CH2:15]1. (4) Given the reactants [CH3:1][C:2]1([CH3:26])[CH2:11][CH2:10][CH:9]([OH:12])[C:8]2[CH:7]=[C:6]([N:13]=[N:14][C:15]3[CH:25]=[CH:24][C:18]([C:19]([O:21][CH2:22][CH3:23])=[O:20])=[CH:17][CH:16]=3)[CH:5]=[CH:4][C:3]1=2.C(NCC)(C)C.[CH3:33][O:34][CH2:35]Cl, predict the reaction product. The product is: [CH3:26][C:2]1([CH3:1])[CH2:11][CH2:10][CH:9]([O:12][CH2:33][O:34][CH3:35])[C:8]2[CH:7]=[C:6]([N:13]=[N:14][C:15]3[CH:16]=[CH:17][C:18]([C:19]([O:21][CH2:22][CH3:23])=[O:20])=[CH:24][CH:25]=3)[CH:5]=[CH:4][C:3]1=2. (5) Given the reactants [NH2:1][C:2]1[N:7]=[CH:6][C:5]([C:8]2[CH:9]=[N:10][N:11]([CH:13]3[CH2:18][CH2:17][N:16](C(OC(C)(C)C)=O)[CH2:15][CH2:14]3)[CH:12]=2)=[CH:4][C:3]=1[C:26]1[N:30]([C:31]2[CH:36]=[CH:35][C:34]([CH3:37])=[C:33]([F:38])[C:32]=2[F:39])[N:29]=[N:28][N:27]=1.[ClH:40].O1CCOCC1, predict the reaction product. The product is: [ClH:40].[ClH:40].[F:39][C:32]1[C:33]([F:38])=[C:34]([CH3:37])[CH:35]=[CH:36][C:31]=1[N:30]1[C:26]([C:3]2[C:2]([NH2:1])=[N:7][CH:6]=[C:5]([C:8]3[CH:9]=[N:10][N:11]([CH:13]4[CH2:18][CH2:17][NH:16][CH2:15][CH2:14]4)[CH:12]=3)[CH:4]=2)=[N:27][N:28]=[N:29]1. (6) Given the reactants Cl[C:2]1[N:3]([C:13]2[CH:18]=[CH:17][CH:16]=[CH:15][CH:14]=2)[C:4]2[C:9]([C:10]=1[CH:11]=[O:12])=[CH:8][CH:7]=[CH:6][CH:5]=2.[NH:19]1[CH2:24][CH2:23][CH2:22][CH2:21][CH2:20]1, predict the reaction product. The product is: [N:19]1([C:2]2[N:3]([C:13]3[CH:18]=[CH:17][CH:16]=[CH:15][CH:14]=3)[C:4]3[C:9]([C:10]=2[CH:11]=[O:12])=[CH:8][CH:7]=[CH:6][CH:5]=3)[CH2:24][CH2:23][CH2:22][CH2:21][CH2:20]1. (7) Given the reactants [Br:1][C:2]1[C:8]([F:9])=[CH:7][C:5]([NH2:6])=[C:4](I)[CH:3]=1.[C:11]([Si:13]([CH3:16])([CH3:15])[CH3:14])#[CH:12], predict the reaction product. The product is: [Br:1][C:2]1[C:8]([F:9])=[CH:7][C:5]([NH2:6])=[C:4]([C:12]#[C:11][Si:13]([CH3:16])([CH3:15])[CH3:14])[CH:3]=1.